Dataset: Catalyst prediction with 721,799 reactions and 888 catalyst types from USPTO. Task: Predict which catalyst facilitates the given reaction. Reactant: [Cl:1][C:2]1[N:7]=[C:6](Cl)[C:5]([Cl:9])=[CH:4][N:3]=1.[OH:10][CH:11]1[CH2:15][CH2:14][N:13]([C:16]([O:18][C:19]([CH3:22])([CH3:21])[CH3:20])=[O:17])[CH2:12]1.C(=O)([O-])[O-].[K+].[K+]. Product: [Cl:1][C:2]1[N:7]=[C:6]([O:10][CH:11]2[CH2:15][CH2:14][N:13]([C:16]([O:18][C:19]([CH3:22])([CH3:21])[CH3:20])=[O:17])[CH2:12]2)[C:5]([Cl:9])=[CH:4][N:3]=1. The catalyst class is: 3.